This data is from Retrosynthesis with 50K atom-mapped reactions and 10 reaction types from USPTO. The task is: Predict the reactants needed to synthesize the given product. Given the product O=C(O)c1cccc(-n2c(-c3cc(Cl)ccc3OCc3ccc(F)cc3F)ccc2C(F)(F)F)c1, predict the reactants needed to synthesize it. The reactants are: Fc1ccc(CBr)c(F)c1.O=C(O)c1cccc(-n2c(-c3cc(Cl)ccc3O)ccc2C(F)(F)F)c1.